From a dataset of Reaction yield outcomes from USPTO patents with 853,638 reactions. Predict the reaction yield, written as a fraction of the theoretical maximum amount of product (1.0 means a 100% yield; for example, 0.34 means a 34% yield). (1) The reactants are [CH2:1]([C@H:8]1[CH2:12][O:11][C:10](=[O:13])[N:9]1[C:14](=[O:29])[CH2:15][CH2:16][C:17]1[CH:22]=[CH:21][C:20]([C:23]2[CH:28]=[CH:27][CH:26]=[CH:25][CH:24]=2)=[CH:19][CH:18]=1)[C:2]1[CH:7]=[CH:6][CH:5]=[CH:4][CH:3]=1.Br[CH2:31][C:32]([O:34][C:35]([CH3:38])([CH3:37])[CH3:36])=[O:33]. The catalyst is C1COCC1. The product is [CH2:1]([C@H:8]1[CH2:12][O:11][C:10](=[O:13])[N:9]1[C:14](=[O:29])[C@H:15]([CH2:16][C:17]1[CH:18]=[CH:19][C:20]([C:23]2[CH:28]=[CH:27][CH:26]=[CH:25][CH:24]=2)=[CH:21][CH:22]=1)[CH2:31][C:32]([O:34][C:35]([CH3:38])([CH3:37])[CH3:36])=[O:33])[C:2]1[CH:3]=[CH:4][CH:5]=[CH:6][CH:7]=1. The yield is 0.370. (2) The reactants are [CH3:1][N:2]([CH2:13][C:14]1[N:15]=[C:16]2[CH:21]=[CH:20][CH:19]=[CH:18][N:17]2[C:22]=1[C:23](O)=[O:24])[CH:3]1[C:12]2[N:11]=[CH:10][CH:9]=[CH:8][C:7]=2[CH2:6][CH2:5][CH2:4]1.[NH:26]1[CH2:29][CH:28]([NH:30][C:31](=[O:37])[O:32][C:33]([CH3:36])([CH3:35])[CH3:34])[CH2:27]1.O.ON1C2C=CC=CC=2N=N1.Cl.CN(C)CCCN=C=NCC.FC(F)(F)C(O)=O. The catalyst is CN(C)C=O.ClCCl. The product is [CH3:1][N:2]([CH2:13][C:14]1[N:15]=[C:16]2[CH:21]=[CH:20][CH:19]=[CH:18][N:17]2[C:22]=1[C:23]([N:26]1[CH2:29][CH:28]([NH:30][C:31](=[O:37])[O:32][C:33]([CH3:34])([CH3:36])[CH3:35])[CH2:27]1)=[O:24])[CH:3]1[C:12]2[N:11]=[CH:10][CH:9]=[CH:8][C:7]=2[CH2:6][CH2:5][CH2:4]1. The yield is 0.190. (3) The reactants are [Cl:1][C:2]1[N:7]=[CH:6][N+:5]([O-])=[C:4]2[CH2:9][CH2:10][C@@H:11]([CH3:12])[C:3]=12.[C:13]([O:16]C(=O)C)(=[O:15])[CH3:14]. No catalyst specified. The product is [C:13]([O:16][CH:9]1[C:4]2[N:5]=[CH:6][N:7]=[C:2]([Cl:1])[C:3]=2[C@H:11]([CH3:12])[CH2:10]1)(=[O:15])[CH3:14]. The yield is 0.700. (4) The reactants are [NH2:1][C:2]1[C:7]([N+:8]([O-:10])=[O:9])=[CH:6][C:5]([CH3:11])=[C:4]([Cl:12])[CH:3]=1.[H-].[Na+].Br[CH2:16][CH2:17][CH2:18][C:19]1[CH:24]=[CH:23][CH:22]=[CH:21][CH:20]=1. The catalyst is CN(C=O)C. The product is [Cl:12][C:4]1[C:5]([CH3:11])=[CH:6][C:7]([N+:8]([O-:10])=[O:9])=[C:2]([CH:3]=1)[NH:1][CH2:16][CH2:17][CH2:18][C:19]1[CH:24]=[CH:23][CH:22]=[CH:21][CH:20]=1. The yield is 0.950. (5) The reactants are FC(F)(F)C([NH:5][CH2:6][CH2:7][C:8]1[N:9]=[CH:10][N:11]([C:13]([C:26]2[CH:31]=[CH:30][CH:29]=[CH:28][CH:27]=2)([C:20]2[CH:25]=[CH:24][CH:23]=[CH:22][CH:21]=2)[C:14]2[CH:19]=[CH:18][CH:17]=[CH:16][CH:15]=2)[CH:12]=1)=O.[OH-].[Na+]. The catalyst is O1CCCC1.CO.O. The product is [C:13]([N:11]1[CH:12]=[C:8]([CH2:7][CH2:6][NH2:5])[N:9]=[CH:10]1)([C:26]1[CH:27]=[CH:28][CH:29]=[CH:30][CH:31]=1)([C:20]1[CH:21]=[CH:22][CH:23]=[CH:24][CH:25]=1)[C:14]1[CH:19]=[CH:18][CH:17]=[CH:16][CH:15]=1. The yield is 0.820. (6) The catalyst is CCOC(C)=O. The yield is 1.00. The product is [CH3:1][O:2][C:3]1[CH:33]=[C:32]([O:34][CH3:35])[CH:31]=[CH:30][C:4]=1[CH2:5][N:6]1[C:11](=[O:12])[C:10]([C:13]([OH:15])=[O:14])=[C:9]([OH:17])[C:8]2[CH2:18][CH2:19][CH2:20][C:21]3[CH:26]=[C:25]([N:27]([CH3:29])[CH3:28])[CH:24]=[CH:23][C:22]=3[C:7]1=2. The reactants are [CH3:1][O:2][C:3]1[CH:33]=[C:32]([O:34][CH3:35])[CH:31]=[CH:30][C:4]=1[CH2:5][N:6]1[C:11](=[O:12])[C:10]([C:13]([O:15]C)=[O:14])=[C:9]([OH:17])[C:8]2[CH2:18][CH2:19][CH2:20][C:21]3[CH:26]=[C:25]([N:27]([CH3:29])[CH3:28])[CH:24]=[CH:23][C:22]=3[C:7]1=2.[Li+].[I-].Cl. (7) The reactants are C([O:5][C:6]([C:8]1[C:16]2[C:11](=[CH:12][C:13]([C:17]3(O)[CH2:22][CH2:21][O:20][CH2:19][CH2:18]3)=[CH:14][CH:15]=2)[NH:10][N:9]=1)=[O:7])(C)(C)C. The catalyst is FC(F)(F)C(O)=O. The product is [O:20]1[CH2:19][CH:18]=[C:17]([C:13]2[CH:12]=[C:11]3[C:16]([C:8]([C:6]([OH:7])=[O:5])=[N:9][NH:10]3)=[CH:15][CH:14]=2)[CH2:22][CH2:21]1. The yield is 0.760. (8) The yield is 0.970. The catalyst is C1COCC1.CN(C)P(N(C)C)(N(C)C)=O. The product is [CH3:32][O:31][C:29]([C:19]1([CH2:7][CH:5]=[CH2:6])[CH2:24][CH2:23][CH:22]([C:25]([O:27][CH3:28])=[O:26])[CH2:21][CH2:20]1)=[O:30]. The reactants are C(N[CH:5]([CH3:7])[CH3:6])(C)C.C([Li])CCC.CCCCCC.[CH:19]1([C:29]([O:31][CH3:32])=[O:30])[CH2:24][CH2:23][CH:22]([C:25]([O:27][CH3:28])=[O:26])[CH2:21][CH2:20]1.C(I)C=C. (9) The reactants are [Cl:1][C:2]1[CH:3]=[CH:4][C:5]([O:22][CH:23]([F:25])[F:24])=[C:6]([C:8]2[N:12]([CH2:13][O:14][CH2:15][CH2:16][Si:17]([CH3:20])([CH3:19])[CH3:18])[N:11]=[CH:10][C:9]=2[NH2:21])[CH:7]=1.[N:26]1[N:30]2[CH:31]=[CH:32][CH:33]=[N:34][C:29]2=[C:28]([C:35](Cl)=[O:36])[CH:27]=1.CCN(C(C)C)C(C)C. The catalyst is C1COCC1. The product is [Cl:1][C:2]1[CH:3]=[CH:4][C:5]([O:22][CH:23]([F:24])[F:25])=[C:6]([C:8]2[N:12]([CH2:13][O:14][CH2:15][CH2:16][Si:17]([CH3:20])([CH3:18])[CH3:19])[N:11]=[CH:10][C:9]=2[NH:21][C:35]([C:28]2[CH:27]=[N:26][N:30]3[CH:31]=[CH:32][CH:33]=[N:34][C:29]=23)=[O:36])[CH:7]=1. The yield is 0.730.